Dataset: Forward reaction prediction with 1.9M reactions from USPTO patents (1976-2016). Task: Predict the product of the given reaction. Given the reactants [Cl:1][C:2]1[CH:7]=[CH:6][C:5]([C:8]([NH:10][NH:11][C:12]([NH:14][CH2:15][C:16]([O:18]CC)=[O:17])=[O:13])=O)=[CH:4][CH:3]=1.[OH-].[Na+].Cl, predict the reaction product. The product is: [Cl:1][C:2]1[CH:7]=[CH:6][C:5]([C:8]2[N:14]([CH2:15][C:16]([OH:18])=[O:17])[C:12](=[O:13])[NH:11][N:10]=2)=[CH:4][CH:3]=1.